The task is: Predict the reactants needed to synthesize the given product.. This data is from Full USPTO retrosynthesis dataset with 1.9M reactions from patents (1976-2016). (1) Given the product [NH2:1][C:2]1[C:7]([C:8]([O:10][CH3:18])=[O:9])=[C:6]([O:11][CH3:12])[C:5]([O:13][CH3:14])=[C:4]([O:15][CH3:16])[CH:3]=1, predict the reactants needed to synthesize it. The reactants are: [NH2:1][C:2]1[C:7]([C:8]([OH:10])=[O:9])=[C:6]([O:11][CH3:12])[C:5]([O:13][CH3:14])=[C:4]([O:15][CH3:16])[CH:3]=1.[Si](C=[N+]=[N-])(C)(C)[CH3:18].CCOCC. (2) Given the product [C:11]1([C:8]2[C:7]3[C:2]([NH:17][CH2:18][CH:19]4[CH2:24][CH2:23][N:22]([C:25]([O:27][C:28]([CH3:31])([CH3:30])[CH3:29])=[O:26])[CH2:21][CH2:20]4)=[N:3][N:4]=[CH:5][C:6]=3[O:10][N:9]=2)[CH:16]=[CH:15][CH:14]=[CH:13][CH:12]=1, predict the reactants needed to synthesize it. The reactants are: Cl[C:2]1[C:7]2[C:8]([C:11]3[CH:16]=[CH:15][CH:14]=[CH:13][CH:12]=3)=[N:9][O:10][C:6]=2[CH:5]=[N:4][N:3]=1.[NH2:17][CH2:18][CH:19]1[CH2:24][CH2:23][N:22]([C:25]([O:27][C:28]([CH3:31])([CH3:30])[CH3:29])=[O:26])[CH2:21][CH2:20]1.C(N(CC)CC)C. (3) Given the product [Cl:34][C:29]1[CH:30]=[CH:31][CH:32]=[CH:33][C:28]=1[CH:26]([O:25][C:23]([NH:22][C:17]1[C:18]([CH3:21])=[N:19][O:20][C:16]=1[C:13]1[CH:14]=[CH:15][C:10]([C:9]([NH:8][C:5]2([C:3]([OH:4])=[O:2])[CH2:7][CH2:6]2)=[O:35])=[CH:11][CH:12]=1)=[O:24])[CH3:27], predict the reactants needed to synthesize it. The reactants are: C[O:2][C:3]([C:5]1([NH:8][C:9](=[O:35])[C:10]2[CH:15]=[CH:14][C:13]([C:16]3[O:20][N:19]=[C:18]([CH3:21])[C:17]=3[NH:22][C:23]([O:25][CH:26]([C:28]3[CH:33]=[CH:32][CH:31]=[CH:30][C:29]=3[Cl:34])[CH3:27])=[O:24])=[CH:12][CH:11]=2)[CH2:7][CH2:6]1)=[O:4].[OH-].[Li+].Cl. (4) Given the product [CH2:1]([N:8]1[CH2:12][C@H:11]([O:13][Si:14]([C:17]([CH3:20])([CH3:19])[CH3:18])([CH3:16])[CH3:15])[C@H:10]([N:69]=[N+:70]=[N-:71])[CH2:9]1)[C:2]1[CH:7]=[CH:6][CH:5]=[CH:4][CH:3]=1, predict the reactants needed to synthesize it. The reactants are: [CH2:1]([N:8]1[CH2:12][C@H:11]([O:13][Si:14]([C:17]([CH3:20])([CH3:19])[CH3:18])([CH3:16])[CH3:15])[C@@H:10](O)[CH2:9]1)[C:2]1[CH:7]=[CH:6][CH:5]=[CH:4][CH:3]=1.C1(P(C2C=CC=CC=2)C2C=CC=CC=2)C=CC=CC=1.N(C(OC(C)C)=O)=NC(OC(C)C)=O.C1(P([N:69]=[N+:70]=[N-:71])(C2C=CC=CC=2)=O)C=CC=CC=1. (5) Given the product [C:19]([O:22][C:23]([N:25]1[CH2:30][CH2:29][CH:28]([CH2:31][CH2:32][N:14]2[CH2:15][CH2:16][N:11]([C:8]3[CH:9]=[CH:10][C:5]([S:2]([CH3:1])(=[O:3])=[O:4])=[CH:6][CH:7]=3)[CH2:12][C@@H:13]2[CH3:17])[CH2:27][CH2:26]1)=[O:24])([CH3:21])([CH3:20])[CH3:18], predict the reactants needed to synthesize it. The reactants are: [CH3:1][S:2]([C:5]1[CH:10]=[CH:9][C:8]([N:11]2[CH2:16][CH2:15][NH:14][C@@H:13]([CH3:17])[CH2:12]2)=[CH:7][CH:6]=1)(=[O:4])=[O:3].[CH3:18][C:19]([O:22][C:23]([N:25]1[CH2:30][CH2:29][CH:28]([CH2:31][CH:32]=O)[CH2:27][CH2:26]1)=[O:24])([CH3:21])[CH3:20].[BH4-].[Na+]. (6) Given the product [CH3:24][C:23]1[C:15]([CH2:14][N:9]2[CH2:10][CH2:11][CH2:12][CH2:13][CH:8]2[C:4]2[CH:3]=[C:2]([CH:7]=[CH:6][CH:5]=2)[C:74]([O:73][CH3:72])=[O:75])=[C:16]2[C:20](=[C:21]([CH3:25])[CH:22]=1)[NH:19][CH:18]=[CH:17]2, predict the reactants needed to synthesize it. The reactants are: Br[C:2]1[CH:3]=[C:4]([CH:8]2[CH2:13][CH2:12][CH2:11][CH2:10][N:9]2[CH2:14][C:15]2[C:23]([CH3:24])=[CH:22][C:21]([CH3:25])=[C:20]3[C:16]=2[CH:17]=[CH:18][N:19]3C(OC(C)(C)C)=O)[CH:5]=[CH:6][CH:7]=1.CCN(CC)CC.CO.C1(P(C2C=CC=CC=2)CCCP(C2C=CC=CC=2)C2C=CC=CC=2)C=CC=CC=1.C[CH2:72][O:73][C:74](C)=[O:75]. (7) Given the product [OH:5][CH2:6][CH2:7][N:8]1[CH2:13][CH2:12][O:11][CH2:10][C:9]1=[O:14], predict the reactants needed to synthesize it. The reactants are: ClCC([O:5][CH2:6][CH2:7][N:8]1[CH2:13][CH2:12][O:11][CH2:10][C:9]1=[O:14])=O.[OH-].[K+]. (8) Given the product [CH2:1]([O:3][C:4]([C:5]1[N:17]([CH3:16])[N:18]=[C:7]([C:8]([CH3:11])([CH3:10])[CH3:9])[C:6]=1[CH3:13])=[O:15])[CH3:2], predict the reactants needed to synthesize it. The reactants are: [CH2:1]([O:3][C:4](=[O:15])[C:5](=O)[CH:6]([CH3:13])[C:7](=O)[C:8]([CH3:11])([CH3:10])[CH3:9])[CH3:2].[CH3:16][NH:17][NH2:18]. (9) The reactants are: [NH2:1][CH:2]([C:5]1[C:6](=[O:15])[NH:7][C:8]([C:11]([CH3:14])([CH3:13])[CH3:12])=[N:9][N:10]=1)[CH2:3][CH3:4].[C:16]([CH:20]1[CH2:25][CH2:24][CH:23]([C:26](Cl)=[O:27])[CH2:22][CH2:21]1)([CH3:19])([CH3:18])[CH3:17]. Given the product [C:16]([CH:20]1[CH2:21][CH2:22][CH:23]([C:26]([NH:1][CH:2]([C:5]2[C:6](=[O:15])[NH:7][C:8]([C:11]([CH3:14])([CH3:13])[CH3:12])=[N:9][N:10]=2)[CH2:3][CH3:4])=[O:27])[CH2:24][CH2:25]1)([CH3:19])([CH3:17])[CH3:18], predict the reactants needed to synthesize it. (10) Given the product [C:19]([C:18]1[CH:21]=[C:22]([F:25])[CH:23]=[CH:24][C:17]=1[O:16][CH:13]1[CH2:12][CH2:11][N:10]([CH2:9][CH2:8][CH:5]2[CH2:6][CH2:7][CH:2]([NH:1][C:37]([CH:33]3[CH2:36][CH2:35][CH2:34]3)=[O:38])[CH2:3][CH2:4]2)[CH2:15][CH2:14]1)#[N:20], predict the reactants needed to synthesize it. The reactants are: [NH2:1][C@H:2]1[CH2:7][CH2:6][C@H:5]([CH2:8][CH2:9][N:10]2[CH2:15][CH2:14][CH:13]([O:16][C:17]3[CH:24]=[CH:23][C:22]([F:25])=[CH:21][C:18]=3[C:19]#[N:20])[CH2:12][CH2:11]2)[CH2:4][CH2:3]1.FC(F)(F)C(O)=O.[CH:33]1([C:37](O)=[O:38])[CH2:36][CH2:35][CH2:34]1.F[B-](F)(F)F.N1(OC(N(C)C)=[N+](C)C)C2C=CC=CC=2N=N1.C(N(C(C)C)C(C)C)C.